From a dataset of Forward reaction prediction with 1.9M reactions from USPTO patents (1976-2016). Predict the product of the given reaction. (1) Given the reactants FC(F)(F)C(O)=O.[NH:8]1[CH2:13][CH2:12][CH:11]([O:14][C:15]2[CH:20]=[CH:19][C:18]([C:21]3[CH2:22][CH2:23][C:24](=[O:27])[NH:25][N:26]=3)=[CH:17][CH:16]=2)[CH2:10][CH2:9]1.C(O)(=O)C.[C:32]1(=O)[CH2:35][CH2:34][CH2:33]1.C([BH3-])#N.[Na+], predict the reaction product. The product is: [CH:32]1([N:8]2[CH2:9][CH2:10][CH:11]([O:14][C:15]3[CH:16]=[CH:17][C:18]([C:21]4[CH2:22][CH2:23][C:24](=[O:27])[NH:25][N:26]=4)=[CH:19][CH:20]=3)[CH2:12][CH2:13]2)[CH2:35][CH2:34][CH2:33]1. (2) Given the reactants [NH2:1][C:2]1[CH:6]=[C:5]([C:7]2[CH:12]=[CH:11][N:10]=[CH:9][CH:8]=2)[S:4][C:3]=1[C:13]([NH2:15])=[O:14].O.[C:17]1(C)[CH:22]=CC(S(O)(=O)=O)=C[CH:18]=1.CC(C)=O, predict the reaction product. The product is: [CH3:18][C:17]1([CH3:22])[NH:1][C:2]2[CH:6]=[C:5]([C:7]3[CH:8]=[CH:9][N:10]=[CH:11][CH:12]=3)[S:4][C:3]=2[C:13](=[O:14])[NH:15]1. (3) Given the reactants [CH3:1][O:2][C:3](=[O:27])[C:4]1[CH:9]=[C:8]([O:10][CH3:11])[CH:7]=[CH:6][C:5]=1[NH:12][C:13]1[N:17]([C:18]2[CH:23]=[CH:22][CH:21]=[CH:20][C:19]=2[CH3:24])[N:16]=[C:15]([CH3:25])[C:14]=1Br.[CH3:28][C:29]1[CH:30]=[C:31]2[C:36](=[CH:37][C:38]=1B1OC(C)(C)C(C)(C)O1)[N:35]=[CH:34][CH:33]=[N:32]2.C(=O)([O-])[O-].[Na+].[Na+].O, predict the reaction product. The product is: [CH3:1][O:2][C:3](=[O:27])[C:4]1[CH:9]=[C:8]([O:10][CH3:11])[CH:7]=[CH:6][C:5]=1[NH:12][C:13]1[N:17]([C:18]2[CH:23]=[CH:22][CH:21]=[CH:20][C:19]=2[CH3:24])[N:16]=[C:15]([CH3:25])[C:14]=1[C:38]1[CH:37]=[C:36]2[C:31](=[CH:30][C:29]=1[CH3:28])[N:32]=[CH:33][CH:34]=[N:35]2.